Dataset: TCR-epitope binding with 47,182 pairs between 192 epitopes and 23,139 TCRs. Task: Binary Classification. Given a T-cell receptor sequence (or CDR3 region) and an epitope sequence, predict whether binding occurs between them. (1) The epitope is QECVRGTTVL. The TCR CDR3 sequence is CASRIQETQYF. Result: 0 (the TCR does not bind to the epitope). (2) The epitope is EEHVQIHTI. The TCR CDR3 sequence is CASSLAPGQGNTGELFF. Result: 0 (the TCR does not bind to the epitope). (3) The epitope is FSKQLQQSM. The TCR CDR3 sequence is CASSRGYEQYF. Result: 0 (the TCR does not bind to the epitope).